This data is from Reaction yield outcomes from USPTO patents with 853,638 reactions. The task is: Predict the reaction yield, written as a fraction of the theoretical maximum amount of product (1.0 means a 100% yield; for example, 0.34 means a 34% yield). The reactants are Cl.[N:2]1[CH:7]=[CH:6][CH:5]=[C:4]([S:8](Cl)(=[O:10])=[O:9])[CH:3]=1.[NH2:12][C:13]1[CH:14]=[CH:15][CH:16]=[C:17]2[C:22]=1[O:21][C:20]([C:23]1[CH:28]=[CH:27][CH:26]=[CH:25][C:24]=1[C:29]([F:32])([F:31])[F:30])=[CH:19][C:18]2=[O:33]. The catalyst is N1C=CC=CC=1. The product is [O:33]=[C:18]1[C:17]2[C:22](=[C:13]([NH:12][S:8]([C:4]3[CH:3]=[N:2][CH:7]=[CH:6][CH:5]=3)(=[O:10])=[O:9])[CH:14]=[CH:15][CH:16]=2)[O:21][C:20]([C:23]2[CH:28]=[CH:27][CH:26]=[CH:25][C:24]=2[C:29]([F:32])([F:30])[F:31])=[CH:19]1. The yield is 0.310.